Predict the reaction yield, written as a fraction of the theoretical maximum amount of product (1.0 means a 100% yield; for example, 0.34 means a 34% yield). From a dataset of Reaction yield outcomes from USPTO patents with 853,638 reactions. (1) The reactants are ClC([O:4][C:5](Cl)(Cl)Cl)=O.[Cl:9][C:10]1[CH:15]=[C:14]([C:16]([F:19])([F:18])[F:17])[CH:13]=[C:12]([Cl:20])[C:11]=1[O:21][C:22]1[CH:26]=[C:25]([CH3:27])[NH:24][N:23]=1.[CH:28]1([NH2:31])[CH2:30][CH2:29]1.C(=O)([O-])[O-].[K+].[K+]. The catalyst is C(Cl)(Cl)Cl. The product is [CH:28]1([NH:31][C:5]([N:24]2[C:25]([CH3:27])=[CH:26][C:22]([O:21][C:11]3[C:10]([Cl:9])=[CH:15][C:14]([C:16]([F:19])([F:17])[F:18])=[CH:13][C:12]=3[Cl:20])=[N:23]2)=[O:4])[CH2:30][CH2:29]1. The yield is 0.228. (2) The reactants are [F:1][C:2]([F:14])([F:13])[C:3]1[CH:8]=[CH:7][CH:6]=[CH:5][C:4]=1[C:9](=[O:12])[CH2:10][CH3:11].[Br:15]Br. The catalyst is C(Cl)(Cl)(Cl)Cl. The product is [Br:15][CH:10]([CH3:11])[C:9]([C:4]1[CH:5]=[CH:6][CH:7]=[CH:8][C:3]=1[C:2]([F:13])([F:14])[F:1])=[O:12]. The yield is 0.950.